This data is from Catalyst prediction with 721,799 reactions and 888 catalyst types from USPTO. The task is: Predict which catalyst facilitates the given reaction. (1) Reactant: [Br:1]Br.[Cl:3][C:4]1[CH:5]=[CH:6][C:7]([CH3:11])=[C:8]([CH:10]=1)[NH2:9]. Product: [Br:1][C:5]1[C:4]([Cl:3])=[CH:10][C:8]([NH2:9])=[C:7]([CH3:11])[CH:6]=1. The catalyst class is: 15. (2) Reactant: [Cl:1][C:2]1[N:3]=[C:4](Cl)[C:5]2[O:10][CH:9]=[CH:8][C:6]=2[N:7]=1.O1CCOCC1.[CH:18]1([NH2:21])[CH2:20][CH2:19]1. Product: [Cl:1][C:2]1[N:3]=[C:4]([NH:21][CH:18]2[CH2:20][CH2:19]2)[C:5]2[O:10][CH:9]=[CH:8][C:6]=2[N:7]=1. The catalyst class is: 5.